Dataset: Forward reaction prediction with 1.9M reactions from USPTO patents (1976-2016). Task: Predict the product of the given reaction. (1) The product is: [F:1][C:2]1[CH:3]=[C:4]([CH:8]=[CH:9][C:10]=1[O:11][C:12]1[CH:17]=[C:16]([C:18]2[NH:19][C:20]([C:23]3[S:24][CH:25]=[CH:26][N:27]=3)=[CH:21][CH:22]=2)[CH:15]=[C:14]([O:28][C@@H:29]([CH3:33])[CH2:30][O:31][CH3:32])[CH:13]=1)[C:5]([NH2:37])=[O:7]. Given the reactants [F:1][C:2]1[CH:3]=[C:4]([CH:8]=[CH:9][C:10]=1[O:11][C:12]1[CH:17]=[C:16]([C:18]2[NH:19][C:20]([C:23]3[S:24][CH:25]=[CH:26][N:27]=3)=[CH:21][CH:22]=2)[CH:15]=[C:14]([O:28][C@@H:29]([CH3:33])[CH2:30][O:31][CH3:32])[CH:13]=1)[C:5]([OH:7])=O.N.CC[N:37]=C=NCCCN(C)C.Cl.C1C=CC2N(O)N=NC=2C=1.O, predict the reaction product. (2) Given the reactants [H-].[H-].[H-].[H-].[Li+].[Al+3].[Br:7][C:8]1[CH:9]=[C:10]([O:19][CH:20]([CH3:22])[CH3:21])[C:11]([CH3:18])=[C:12]([CH:17]=1)[C:13](OC)=[O:14], predict the reaction product. The product is: [Br:7][C:8]1[CH:9]=[C:10]([O:19][CH:20]([CH3:22])[CH3:21])[C:11]([CH3:18])=[C:12]([CH2:13][OH:14])[CH:17]=1. (3) Given the reactants [F:1][CH:2]([F:17])[O:3][C:4]1[CH:5]=[C:6]([CH2:14][CH2:15]O)[CH:7]=[CH:8][C:9]=1[O:10][CH:11]([F:13])[F:12].C1(P(C2C=CC=CC=2)C2C=CC=CC=2)C=CC=CC=1.C(Br)(Br)(Br)[Br:38], predict the reaction product. The product is: [Br:38][CH2:15][CH2:14][C:6]1[CH:7]=[CH:8][C:9]([O:10][CH:11]([F:13])[F:12])=[C:4]([O:3][CH:2]([F:17])[F:1])[CH:5]=1. (4) The product is: [O:18]=[C:7]1[CH:6]([CH2:5][C:4]([O:3][CH2:1][CH3:2])=[O:19])[CH2:10][CH2:9][NH:8]1. Given the reactants [CH2:1]([O:3][C:4](=[O:19])[CH2:5][CH:6]1[CH2:10][CH2:9][N:8](C(OC(C)(C)C)=O)[C:7]1=[O:18])[CH3:2], predict the reaction product. (5) Given the reactants Cl.Cl.[NH2:3][C@@H:4]1[CH2:6][C@H:5]1[C:7]1[CH:8]=[C:9]([C:12]([NH:14][C:15]2[S:16][C:17]([CH3:20])=[N:18][N:19]=2)=[O:13])[S:10][CH:11]=1.C(OCC)(OCC)OCC.[C:31]1(=O)[CH2:34][CH2:33][CH2:32]1.[BH4-].[Na+].[Cl-].[NH4+], predict the reaction product. The product is: [CH:31]1([NH:3][C@@H:4]2[CH2:6][C@H:5]2[C:7]2[CH:8]=[C:9]([C:12]([NH:14][C:15]3[S:16][C:17]([CH3:20])=[N:18][N:19]=3)=[O:13])[S:10][CH:11]=2)[CH2:34][CH2:33][CH2:32]1. (6) Given the reactants Cl[C:2]([O:4][CH2:5][CH:6]1[C:18]2[CH:17]=[CH:16][CH:15]=[CH:14][C:13]=2[C:12]2[C:7]1=[CH:8][CH:9]=[CH:10][CH:11]=2)=[O:3].[CH:19]([NH:22][CH2:23][C:24]([CH3:37])([S:26][C:27]1[CH:36]=[CH:35][C:30]2[N:31]=[C:32]([NH2:34])[S:33][C:29]=2[CH:28]=1)[CH3:25])([CH3:21])[CH3:20].C(=O)([O-])[O-].[Na+].[Na+], predict the reaction product. The product is: [NH2:34][C:32]1[S:33][C:29]2[CH:28]=[C:27]([S:26][C:24]([CH3:25])([CH3:37])[CH2:23][N:22]([CH:19]([CH3:20])[CH3:21])[C:2](=[O:3])[O:4][CH2:5][CH:6]3[C:18]4[CH:17]=[CH:16][CH:15]=[CH:14][C:13]=4[C:12]4[C:7]3=[CH:8][CH:9]=[CH:10][CH:11]=4)[CH:36]=[CH:35][C:30]=2[N:31]=1. (7) Given the reactants [CH:1]1([C:4]2[CH:9]=[CH:8][N:7]=[C:6]([C:10](OC)=[O:11])[N:5]=2)[CH2:3][CH2:2]1.CC(C[AlH]CC(C)C)C, predict the reaction product. The product is: [CH:1]1([C:4]2[CH:9]=[CH:8][N:7]=[C:6]([CH:10]=[O:11])[N:5]=2)[CH2:3][CH2:2]1. (8) Given the reactants C(Cl)(=O)C(Cl)=O.[C:7]([C:11]1[CH:16]=[CH:15][C:14]([S:17]([NH:20][CH2:21][C:22]2[CH:30]=[CH:29][C:25]([C:26]([OH:28])=O)=[CH:24][CH:23]=2)(=[O:19])=[O:18])=[CH:13][CH:12]=1)([CH3:10])([CH3:9])[CH3:8].[Br:31][C:32]1[N:37]=[CH:36][C:35]([NH2:38])=[CH:34][CH:33]=1, predict the reaction product. The product is: [Br:31][C:32]1[N:37]=[CH:36][C:35]([NH:38][C:26](=[O:28])[C:25]2[CH:29]=[CH:30][C:22]([CH2:21][NH:20][S:17]([C:14]3[CH:13]=[CH:12][C:11]([C:7]([CH3:10])([CH3:9])[CH3:8])=[CH:16][CH:15]=3)(=[O:18])=[O:19])=[CH:23][CH:24]=2)=[CH:34][CH:33]=1. (9) Given the reactants [I:1][C:2]1[CH:3]=[C:4]([CH:8]=[CH:9][C:10]=1[CH3:11])[C:5]([OH:7])=O.[N:12]1[CH:17]=[CH:16][CH:15]=[CH:14][C:13]=1[C:18]1([NH2:21])[CH2:20][CH2:19]1.CCN=C=NCCCN(C)C.Cl.C1C=CC2N(O)N=NC=2C=1.CCN(C(C)C)C(C)C, predict the reaction product. The product is: [I:1][C:2]1[CH:3]=[C:4]([CH:8]=[CH:9][C:10]=1[CH3:11])[C:5]([NH:21][C:18]1([C:13]2[CH:14]=[CH:15][CH:16]=[CH:17][N:12]=2)[CH2:20][CH2:19]1)=[O:7]. (10) Given the reactants [CH3:1][O:2][C:3]1[CH:4]=[C:5]([CH2:11][CH:12]([NH2:16])[CH:13]([CH3:15])[CH3:14])[CH:6]=[CH:7][C:8]=1[O:9][CH3:10].[CH:17](OCC)=[O:18], predict the reaction product. The product is: [CH3:1][O:2][C:3]1[CH:4]=[C:5]([CH2:11][CH:12]([NH:16][CH:17]=[O:18])[CH:13]([CH3:14])[CH3:15])[CH:6]=[CH:7][C:8]=1[O:9][CH3:10].